Predict the reaction yield, written as a fraction of the theoretical maximum amount of product (1.0 means a 100% yield; for example, 0.34 means a 34% yield). From a dataset of Reaction yield outcomes from USPTO patents with 853,638 reactions. (1) The reactants are [Cl:1][C:2]1[CH:7]=[CH:6][C:5]([CH2:8][C:9]#[N:10])=[CH:4][CH:3]=1.[CH:11](OCC)=[O:12]. The catalyst is C(O)C.O. The product is [Cl:1][C:2]1[CH:7]=[CH:6][C:5]([CH:8]([CH:11]=[O:12])[C:9]#[N:10])=[CH:4][CH:3]=1. The yield is 0.670. (2) The reactants are [NH2:1][CH:2]1[CH2:7][C@@H:6]([C:8]2[C:13]([F:14])=[CH:12][CH:11]=[C:10]([F:15])[C:9]=2[F:16])[C@@H:5]([CH3:17])[N:4]([CH2:18][C:19]([F:22])([F:21])[F:20])[C:3]1=[O:23].[C:24]1([CH:30]([C:34]2[CH:39]=[CH:38][CH:37]=[CH:36][CH:35]=2)[C:31]([OH:33])=[O:32])[CH:29]=[CH:28][CH:27]=[CH:26][CH:25]=1. The catalyst is C(OC(C)C)(=O)C.C1COCC1.ClC1C(O)=C(C=C(Cl)C=1)C=O. The product is [C:24]1([CH:30]([C:34]2[CH:39]=[CH:38][CH:37]=[CH:36][CH:35]=2)[C:31]([O-:33])=[O:32])[CH:25]=[CH:26][CH:27]=[CH:28][CH:29]=1.[CH3:17][C@H:5]1[N:4]([CH2:18][C:19]([F:20])([F:22])[F:21])[C:3](=[O:23])[C@@H:2]([NH3+:1])[CH2:7][C@H:6]1[C:8]1[C:13]([F:14])=[CH:12][CH:11]=[C:10]([F:15])[C:9]=1[F:16]. The yield is 0.914. (3) The reactants are [H-].[Na+].[CH3:3][N:4]([CH2:12][C:13]1[CH:17]=[C:16]([C:18]2[CH:23]=[CH:22][CH:21]=[CH:20][CH:19]=2)[N:15]([S:24]([C:27]2[CH:32]=[CH:31][CH:30]=[C:29]([C:33]([NH:35][CH3:36])=[O:34])[CH:28]=2)(=[O:26])=[O:25])[CH:14]=1)[C:5](=[O:11])[O:6][C:7]([CH3:10])([CH3:9])[CH3:8].I[CH3:38].O. The catalyst is O1CCCC1.CN(C)C=O. The product is [CH3:36][N:35]([CH3:38])[C:33]([C:29]1[CH:28]=[C:27]([S:24]([N:15]2[C:16]([C:18]3[CH:23]=[CH:22][CH:21]=[CH:20][CH:19]=3)=[CH:17][C:13]([CH2:12][N:4]([CH3:3])[C:5](=[O:11])[O:6][C:7]([CH3:10])([CH3:9])[CH3:8])=[CH:14]2)(=[O:26])=[O:25])[CH:32]=[CH:31][CH:30]=1)=[O:34]. The yield is 0.680. (4) The reactants are Br[C:2]1[S:6][C:5]([C:7]([N:9]([C:11]2[CH:16]=[CH:15][CH:14]=[C:13]([O:17][CH3:18])[CH:12]=2)[CH3:10])=[O:8])=[CH:4][CH:3]=1.[F:19][C:20]1[CH:21]=[C:22](B(O)O)[CH:23]=[CH:24][C:25]=1[O:26][CH3:27]. The catalyst is [Pd].C1(P(C2C=CC=CC=2)C2C=CC=CC=2)C=CC=CC=1.C1(P(C2C=CC=CC=2)C2C=CC=CC=2)C=CC=CC=1.C1(P(C2C=CC=CC=2)C2C=CC=CC=2)C=CC=CC=1.C1(P(C2C=CC=CC=2)C2C=CC=CC=2)C=CC=CC=1. The product is [F:19][C:20]1[CH:21]=[C:22]([C:2]2[S:6][C:5]([C:7]([N:9]([C:11]3[CH:16]=[CH:15][CH:14]=[C:13]([O:17][CH3:18])[CH:12]=3)[CH3:10])=[O:8])=[CH:4][CH:3]=2)[CH:23]=[CH:24][C:25]=1[O:26][CH3:27]. The yield is 0.720. (5) The reactants are [OH-:1].[Na+].[Cl:3][C:4]1[CH:23]=[CH:22][C:7]([CH2:8][C:9]2[CH:10]=[C:11]([CH:14]=[C:15]3[S:19]C(=S)N[C:16]3=[O:21])[S:12][CH:13]=2)=[CH:6][CH:5]=1.Cl. No catalyst specified. The product is [Cl:3][C:4]1[CH:5]=[CH:6][C:7]([CH2:8][C:9]2[CH:10]=[C:11]([CH:14]=[C:15]([SH:19])[C:16]([OH:21])=[O:1])[S:12][CH:13]=2)=[CH:22][CH:23]=1. The yield is 0.950. (6) The reactants are [CH3:1][O:2][C:3]1[C:4]([CH2:17][CH2:18][CH:19]([CH3:21])[CH3:20])([C:13](OC)=[O:14])[C:5]2[C:10]([CH2:11][CH:12]=1)=[CH:9][CH:8]=[CH:7][CH:6]=2.[H-].[Al+3].[Li+].[H-].[H-].[H-]. The catalyst is O1CCCC1. The product is [CH3:1][O:2][C:3]1[C:4]([CH2:13][OH:14])([CH2:17][CH2:18][CH:19]([CH3:20])[CH3:21])[C:5]2[C:10]([CH2:11][CH:12]=1)=[CH:9][CH:8]=[CH:7][CH:6]=2. The yield is 0.740.